The task is: Predict the product of the given reaction.. This data is from Forward reaction prediction with 1.9M reactions from USPTO patents (1976-2016). Given the reactants [Br:1][C:2]1[N:3]=[N:4][C:5](Br)=[CH:6][CH:7]=1.[C:9]([NH:16][C@@H:17]1[CH2:21][CH2:20][NH:19][CH2:18]1)([O:11][C:12]([CH3:15])([CH3:14])[CH3:13])=[O:10].[F-].[Cs+].C(=O)([O-])[O-].[K+].[K+], predict the reaction product. The product is: [C:12]([O:11][C:9](=[O:10])[NH:16][C@@H:17]1[CH2:21][CH2:20][N:19]([C:5]2[N:4]=[N:3][C:2]([Br:1])=[CH:7][CH:6]=2)[CH2:18]1)([CH3:15])([CH3:13])[CH3:14].